From a dataset of Full USPTO retrosynthesis dataset with 1.9M reactions from patents (1976-2016). Predict the reactants needed to synthesize the given product. (1) Given the product [ClH:32].[ClH:32].[N:1]1([CH2:7][CH2:8][CH2:9][O:10][C:11]2[CH:31]=[CH:30][C:14]([C:15]([N:17]3[CH2:22][CH2:21][NH:20][CH2:19][CH2:18]3)=[O:16])=[CH:13][CH:12]=2)[CH2:6][CH2:5][CH2:4][CH2:3][CH2:2]1, predict the reactants needed to synthesize it. The reactants are: [N:1]1([CH2:7][CH2:8][CH2:9][O:10][C:11]2[CH:31]=[CH:30][C:14]([C:15]([N:17]3[CH2:22][CH2:21][N:20](C(OC(C)(C)C)=O)[CH2:19][CH2:18]3)=[O:16])=[CH:13][CH:12]=2)[CH2:6][CH2:5][CH2:4][CH2:3][CH2:2]1.[ClH:32].O1CCOCC1. (2) Given the product [C:35]([O:39][C:40](=[O:41])[NH:42][CH2:43][CH2:44][NH:45][C:9](=[O:11])[CH:8]([C:5]1[CH:4]=[CH:3][C:2]([OH:1])=[CH:7][CH:6]=1)[CH3:12])([CH3:38])([CH3:36])[CH3:37], predict the reactants needed to synthesize it. The reactants are: [OH:1][C:2]1[CH:7]=[CH:6][C:5]([CH:8]([CH3:12])[C:9]([OH:11])=O)=[CH:4][CH:3]=1.Cl.CN(C)CCCN=C=NCC.N1C2C(=NC=CC=2)N(O)N=1.[C:35]([O:39][C:40]([NH:42][CH2:43][CH2:44][NH2:45])=[O:41])([CH3:38])([CH3:37])[CH3:36].[NH4+].[Cl-]. (3) Given the product [N:1]1([C:8]2[CH:15]=[CH:14][C:11]([CH:12]=[O:13])=[C:10]([C:16]([F:17])([F:19])[F:18])[CH:9]=2)[CH2:6][CH2:5][O:4][CH2:3][CH2:2]1, predict the reactants needed to synthesize it. The reactants are: [NH:1]1[CH2:6][CH2:5][O:4][CH2:3][CH2:2]1.F[C:8]1[CH:15]=[CH:14][C:11]([CH:12]=[O:13])=[C:10]([C:16]([F:19])([F:18])[F:17])[CH:9]=1. (4) Given the product [C:31]1([CH3:34])[CH:30]=[CH:29][C:28]([C:25]2[O:24][C:23]([CH2:22][S:13][C:10]3[N:9]([C:14]4[CH:19]=[CH:18][CH:17]=[CH:16][C:15]=4[Cl:20])[C:8]([C:5]4[CH:4]=[N:3][C:2]([NH2:1])=[N:7][CH:6]=4)=[N:12][N:11]=3)=[N:27][N:26]=2)=[CH:33][CH:32]=1, predict the reactants needed to synthesize it. The reactants are: [NH2:1][C:2]1[N:7]=[CH:6][C:5]([C:8]2[N:9]([C:14]3[CH:19]=[CH:18][CH:17]=[CH:16][C:15]=3[Cl:20])[C:10]([SH:13])=[N:11][N:12]=2)=[CH:4][N:3]=1.Cl[CH2:22][C:23]1[O:24][C:25]([C:28]2[CH:33]=[CH:32][C:31]([CH3:34])=[CH:30][CH:29]=2)=[N:26][N:27]=1.C([O-])([O-])=O.[K+].[K+]. (5) Given the product [F:24][C:22]1[CH:21]=[C:20]([C:25]2[CH:30]=[N:29][C:28]([NH:31][C:14]([C@H:11]3[CH2:10][CH2:9][C@@H:8]([N:3]4[CH2:4][CH2:5][O:6][CH2:7][C:2]4=[O:1])[CH2:13][CH2:12]3)=[O:16])=[N:27][CH:26]=2)[CH:19]=[C:18]([F:17])[CH:23]=1, predict the reactants needed to synthesize it. The reactants are: [O:1]=[C:2]1[CH2:7][O:6][CH2:5][CH2:4][N:3]1[C@@H:8]1[CH2:13][CH2:12][C@H:11]([C:14]([OH:16])=O)[CH2:10][CH2:9]1.[F:17][C:18]1[CH:19]=[C:20]([C:25]2[CH:26]=[N:27][C:28]([NH2:31])=[N:29][CH:30]=2)[CH:21]=[C:22]([F:24])[CH:23]=1. (6) Given the product [NH:2]1[C:6]2[CH:7]=[CH:8][CH:9]=[CH:10][C:5]=2[N:4]=[C:3]1[C@H:11]([NH:21][C:35]([NH:34][CH:26]([CH2:27][C:28]1[CH:33]=[CH:32][CH:31]=[CH:30][CH:29]=1)[CH2:25][O:24][CH3:23])=[O:36])[CH2:12][C:13]1[CH:18]=[CH:17][C:16]([O:19][CH3:20])=[CH:15][CH:14]=1, predict the reactants needed to synthesize it. The reactants are: Cl.[NH:2]1[C:6]2[CH:7]=[CH:8][CH:9]=[CH:10][C:5]=2[N:4]=[C:3]1[C@H:11]([NH2:21])[CH2:12][C:13]1[CH:18]=[CH:17][C:16]([O:19][CH3:20])=[CH:15][CH:14]=1.Cl.[CH3:23][O:24][CH2:25][CH:26]([NH2:34])[CH2:27][C:28]1[CH:33]=[CH:32][CH:31]=[CH:30][CH:29]=1.[C:35](O)(C(F)(F)F)=[O:36]. (7) Given the product [F:1][C:2]1[CH:7]=[CH:6][C:5]([C@@H:8]2[CH2:12][NH:11][C@H:10]([C:13]([OH:15])=[O:14])[CH2:9]2)=[CH:4][CH:3]=1, predict the reactants needed to synthesize it. The reactants are: [F:1][C:2]1[CH:7]=[CH:6][C:5]([C:8]2[CH2:12][NH:11][C@H:10]([C:13]([OH:15])=[O:14])[CH:9]=2)=[CH:4][CH:3]=1.